From a dataset of CYP2D6 inhibition data for predicting drug metabolism from PubChem BioAssay. Regression/Classification. Given a drug SMILES string, predict its absorption, distribution, metabolism, or excretion properties. Task type varies by dataset: regression for continuous measurements (e.g., permeability, clearance, half-life) or binary classification for categorical outcomes (e.g., BBB penetration, CYP inhibition). Dataset: cyp2d6_veith. (1) The compound is NC(=NCCCCCCN=C(N)/N=C(\N)Nc1ccc(Cl)cc1)/N=C(\N)Nc1ccc(Cl)cc1. The result is 1 (inhibitor). (2) The drug is OCCNc1ncnc2nc[nH]c12. The result is 0 (non-inhibitor). (3) The molecule is NS(=O)(=O)c1ccc(N=C2C(=O)Nc3ccccc32)cc1. The result is 0 (non-inhibitor).